This data is from Full USPTO retrosynthesis dataset with 1.9M reactions from patents (1976-2016). The task is: Predict the reactants needed to synthesize the given product. Given the product [CH2:18]([O:17][CH2:16][C:4]1[N:3]=[C:2]([NH2:1])[N:7]=[C:6]([NH2:8])[C:5]=1[C:9]1[CH:10]=[CH:11][C:12]([O:15][CH2:34][C:33]2[CH:36]=[CH:37][C:30]([Cl:29])=[CH:31][CH:32]=2)=[CH:13][CH:14]=1)[C:19]1[CH:20]=[CH:21][CH:22]=[CH:23][CH:24]=1, predict the reactants needed to synthesize it. The reactants are: [NH2:1][C:2]1[N:7]=[C:6]([NH2:8])[C:5]([C:9]2[CH:14]=[CH:13][C:12]([OH:15])=[CH:11][CH:10]=2)=[C:4]([CH2:16][O:17][CH2:18][C:19]2[CH:24]=[CH:23][CH:22]=[CH:21][CH:20]=2)[N:3]=1.[O-]CC.[K+].[Cl:29][C:30]1[CH:37]=[CH:36][C:33]([CH2:34]Br)=[CH:32][CH:31]=1.O.